From a dataset of Reaction yield outcomes from USPTO patents with 853,638 reactions. Predict the reaction yield, written as a fraction of the theoretical maximum amount of product (1.0 means a 100% yield; for example, 0.34 means a 34% yield). (1) The reactants are FC(F)(F)C(O)=O.[O:8]1[CH2:13][CH2:12][C:11](=O)[CH2:10][CH2:9]1.C(O[BH-](OC(=O)C)OC(=O)C)(=O)C.C[N+](C)(C)C.[NH2:33][C:34]1[CH:46]=[C:45]([CH:47]2[CH2:52][CH2:51][N:50]([CH3:53])[CH2:49][CH2:48]2)[CH:44]=[CH:43][C:35]=1[C:36]([O:38][C:39]([CH3:42])([CH3:41])[CH3:40])=[O:37]. The catalyst is ClCCl. The product is [CH3:53][N:50]1[CH2:51][CH2:52][CH:47]([C:45]2[CH:44]=[CH:43][C:35]([C:36]([O:38][C:39]([CH3:42])([CH3:40])[CH3:41])=[O:37])=[C:34]([NH:33][CH:11]3[CH2:12][CH2:13][O:8][CH2:9][CH2:10]3)[CH:46]=2)[CH2:48][CH2:49]1. The yield is 1.00. (2) The reactants are [Cl:1][C:2]1[CH:3]=[C:4]([CH:12]([CH2:17][C@H:18]2[CH2:38][CH2:37][C:20]3([O:24][C@H:23]([C:25]4[CH:30]=[CH:29][CH:28]=[CH:27][CH:26]=4)[C@@H:22]([C:31]4[CH:36]=[CH:35][CH:34]=[CH:33][CH:32]=4)[O:21]3)[CH2:19]2)[C:13](=[O:16])[CH:14]=[CH2:15])[CH:5]=[CH:6][C:7]=1[S:8]([CH3:11])(=[O:10])=[O:9].[N:39]1[CH:44]=[CH:43][CH:42]=[CH:41][C:40]=1[CH:45]=[O:46].C(N(CC)CC)C. The catalyst is C(O)C.[Cl-].C([N+]1C(C)=C(CCO)SC=1)C1C=CC=CC=1.C(OCC)(=O)C. The product is [Cl:1][C:2]1[CH:3]=[C:4]([CH:12]([CH2:17][C@H:18]2[CH2:38][CH2:37][C:20]3([O:21][C@H:22]([C:31]4[CH:36]=[CH:35][CH:34]=[CH:33][CH:32]=4)[C@@H:23]([C:25]4[CH:26]=[CH:27][CH:28]=[CH:29][CH:30]=4)[O:24]3)[CH2:19]2)[C:13](=[O:16])[CH2:14][CH2:15][C:45]([C:40]2[CH:41]=[CH:42][CH:43]=[CH:44][N:39]=2)=[O:46])[CH:5]=[CH:6][C:7]=1[S:8]([CH3:11])(=[O:9])=[O:10]. The yield is 0.660. (3) The reactants are [CH:1]1([C:4]([NH:6][C:7]2[N:8]=[C:9]3[CH:14]=[CH:13][C:12]([O:15][C:16]4[CH:17]=[CH:18][C:19]([CH3:32])=[C:20]([NH:22][C:23]([C:25]5[N:29]([CH3:30])[N:28]=[C:27]([CH3:31])[CH:26]=5)=[O:24])[CH:21]=4)=[N:11][N:10]3[CH:33]=2)=[O:5])[CH2:3][CH2:2]1.O.[C:35]1([S:41]([OH:44])(=[O:43])=[O:42])[CH:40]=[CH:39][CH:38]=[CH:37][CH:36]=1. The catalyst is C(O)C. The product is [C:35]1([S:41]([OH:44])(=[O:43])=[O:42])[CH:40]=[CH:39][CH:38]=[CH:37][CH:36]=1.[CH:1]1([C:4]([NH:6][C:7]2[N:8]=[C:9]3[CH:14]=[CH:13][C:12]([O:15][C:16]4[CH:17]=[CH:18][C:19]([CH3:32])=[C:20]([NH:22][C:23]([C:25]5[N:29]([CH3:30])[N:28]=[C:27]([CH3:31])[CH:26]=5)=[O:24])[CH:21]=4)=[N:11][N:10]3[CH:33]=2)=[O:5])[CH2:3][CH2:2]1. The yield is 0.750. (4) The reactants are [Cl:1][C:2]1[CH:7]=[CH:6][C:5]([C:8]2([OH:28])[C:16]3[C:11](=[CH:12][CH:13]=[CH:14][CH:15]=3)[C:10](=[O:17])[N:9]2[CH2:18][C:19]2[CH:24]=[CH:23][C:22]([N+:25]([O-:27])=[O:26])=[CH:21][CH:20]=2)=[CH:4][CH:3]=1.[CH2:29](O)/[CH:30]=[CH:31]\[CH2:32][OH:33]. No catalyst specified. The product is [Cl:1][C:2]1[CH:7]=[CH:6][C:5]([C:8]2([O:28][CH2:29][CH:30]=[CH:31][CH2:32][OH:33])[C:16]3[C:11](=[CH:12][CH:13]=[CH:14][CH:15]=3)[C:10](=[O:17])[N:9]2[CH2:18][C:19]2[CH:24]=[CH:23][C:22]([N+:25]([O-:27])=[O:26])=[CH:21][CH:20]=2)=[CH:4][CH:3]=1. The yield is 0.580. (5) The reactants are [C:1]([O:5][C:6]([NH:8][NH:9][CH:10]1[CH2:13][CH2:12][CH2:11]1)=[O:7])([CH3:4])([CH3:3])[CH3:2].[CH2:14](Br)[CH:15]=[CH2:16].C(=O)([O-])[O-].[K+].[K+].[I-].[Li+]. The catalyst is C(O)C. The product is [C:1]([O:5][C:6]([NH:8][N:9]([CH2:16][CH:15]=[CH2:14])[CH:10]1[CH2:11][CH2:12][CH2:13]1)=[O:7])([CH3:4])([CH3:2])[CH3:3]. The yield is 0.920. (6) The reactants are [C:1]([C:5]1[O:9][N:8]=[C:7]([NH:10][C:11]([NH:13][C:14]2[CH:19]=[CH:18][CH:17]=[C:16]([S:20][C:21]3[C:30]4[C:25](=[CH:26][C:27]([O:41][CH3:42])=[C:28]([O:31][CH2:32][CH2:33][CH2:34][N:35]5[CH2:40][CH2:39]C[CH2:37][CH2:36]5)[CH:29]=4)[N:24]=[CH:23][N:22]=3)[CH:15]=2)=[O:12])[CH:6]=1)([CH3:4])([CH3:3])[CH3:2].N1CC[O:46]CC1.C(N(C(C)C)CC)(C)C. The catalyst is [I-].C([N+](CCCC)(CCCC)CCCC)CCC. The product is [C:1]([C:5]1[O:9][N:8]=[C:7]([NH:10][C:11]([NH:13][C:14]2[CH:19]=[CH:18][CH:17]=[C:16]([S:20][C:21]3[C:30]4[C:25](=[CH:26][C:27]([O:41][CH3:42])=[C:28]([O:31][CH2:32][CH2:33][CH2:34][N:35]5[CH2:36][CH2:37][O:46][CH2:39][CH2:40]5)[CH:29]=4)[N:24]=[CH:23][N:22]=3)[CH:15]=2)=[O:12])[CH:6]=1)([CH3:4])([CH3:2])[CH3:3]. The yield is 0.220. (7) The reactants are [CH:1]1[CH:6]=C[C:4](P([C:2]2[CH:3]=[CH:4]C=[CH:6][CH:1]=2)[C:2]2[CH:3]=[CH:4]C=[CH:6][CH:1]=2)=[CH:3][CH:2]=1.C(OC(=O)O[CH2:25][C:26]([CH2:28][O:29]C(OCC)=O)=[CH2:27])C.C1(N2CCCC2)CCCC=1.O. The catalyst is CC#N.CCOC(C)=O.CC([O-])=O.CC([O-])=O.[Pd+2]. The product is [CH2:6]=[C:1]1[CH2:25][CH:26]2[C:28](=[O:29])[CH:3]([CH2:4][CH2:27]2)[CH2:2]1. The yield is 0.700. (8) The reactants are Br[C:2]1[CH:3]=[N:4][CH:5]=[C:6]([CH2:8][N:9]2[CH:13]=[CH:12][N:11]=[C:10]2[CH3:14])[CH:7]=1.CC([O-])=O.[K+].[Cl:20][C:21]1[CH:26]=[CH:25][C:24](B(O)O)=[CH:23][CH:22]=1.C([O-])([O-])=O.[Na+].[Na+].Cl.CCO. The catalyst is O1CCOCC1.C1(C=CC=CC=1)[P](C1C=CC=CC=1)(C1C=CC=CC=1)[Pd][P](C1C=CC=CC=1)(C1C=CC=CC=1)C1C=CC=CC=1. The product is [ClH:20].[Cl:20][C:21]1[CH:26]=[CH:25][C:24]([C:2]2[CH:3]=[N:4][CH:5]=[C:6]([CH2:8][N:9]3[CH:13]=[CH:12][N:11]=[C:10]3[CH3:14])[CH:7]=2)=[CH:23][CH:22]=1. The yield is 0.640.